This data is from Reaction yield outcomes from USPTO patents with 853,638 reactions. The task is: Predict the reaction yield, written as a fraction of the theoretical maximum amount of product (1.0 means a 100% yield; for example, 0.34 means a 34% yield). (1) The reactants are [CH3:1][O:2][C:3]1[C:4]([CH3:12])=[C:5]([CH:9]=[CH:10][CH:11]=1)[C:6](O)=[O:7].C(Cl)(=O)C([Cl:16])=O. The catalyst is C1(C)C=CC=CC=1.CN(C=O)C. The product is [CH3:1][O:2][C:3]1[C:4]([CH3:12])=[C:5]([CH:9]=[CH:10][CH:11]=1)[C:6]([Cl:16])=[O:7]. The yield is 1.00. (2) The catalyst is O1CCCC1. The reactants are [Cl:1][C:2]1[C:6]([CH2:7][CH3:8])=[C:5]([C:9]2[CH:10]=[C:11]([C:14]([O:16]C)=[O:15])[S:12][CH:13]=2)[N:4]([CH3:18])[N:3]=1.[OH-].[Na+]. The product is [Cl:1][C:2]1[C:6]([CH2:7][CH3:8])=[C:5]([C:9]2[CH:10]=[C:11]([C:14]([OH:16])=[O:15])[S:12][CH:13]=2)[N:4]([CH3:18])[N:3]=1. The yield is 0.870. (3) The reactants are [CH3:1][C:2]1[CH:3]=[C:4]([C:8]([N:10]=[C:11]=[S:12])=[O:9])[CH:5]=[CH:6][CH:7]=1.[CH3:13][O:14][C:15]1[CH:16]=[C:17]2[C:22](=[CH:23][C:24]=1[O:25][CH3:26])[N:21]=[CH:20][CH:19]=[C:18]2[O:27][C:28]1[CH:34]=[CH:33][C:31]([NH2:32])=[C:30]([CH3:35])[CH:29]=1.C1(C)C=CC=CC=1. The catalyst is C(O)C. The product is [CH3:13][O:14][C:15]1[CH:16]=[C:17]2[C:22](=[CH:23][C:24]=1[O:25][CH3:26])[N:21]=[CH:20][CH:19]=[C:18]2[O:27][C:28]1[CH:34]=[CH:33][C:31]([NH:32][C:11]([NH:10][C:8](=[O:9])[C:4]2[CH:5]=[CH:6][CH:7]=[C:2]([CH3:1])[CH:3]=2)=[S:12])=[C:30]([CH3:35])[CH:29]=1. The yield is 0.400. (4) The reactants are C(N)=S.C(Cl)Cl.[NH:7]1[C:15]2[C:10](=[CH:11][CH:12]=[CH:13][CH:14]=2)[C:9]([CH2:16][CH2:17][NH:18][C:19](=S)[SH-:20][CH2:21]C2C=CC=CC=2)=[CH:8]1.CCCCCCS/C(/S)=N\CC1NC2C=CC=CC=2C=1. The catalyst is CC#N.O. The product is [NH:7]1[C:15]2[C:10](=[CH:11][CH:12]=[CH:13][CH:14]=2)[C:9]([CH2:16][C:17]2[N:18]=[CH:19][S:20][CH:21]=2)=[CH:8]1. The yield is 0.710. (5) The reactants are [CH:1]1([C:5]2[C:13]([C:14](OC)=[O:15])=[CH:12][C:8]([C:9]([OH:11])=[O:10])=[C:7]([CH3:18])[CH:6]=2)[CH2:4][CH2:3][CH2:2]1.[CH3:19][NH2:20].Cl. The catalyst is O. The product is [CH:1]1([C:5]2[C:13]([C:14](=[O:15])[NH:20][CH3:19])=[CH:12][C:8]([C:9]([OH:11])=[O:10])=[C:7]([CH3:18])[CH:6]=2)[CH2:4][CH2:3][CH2:2]1. The yield is 0.500. (6) The reactants are Br[C:2]1[CH:8]=[CH:7][C:5]([NH2:6])=[C:4]([N+:9]([O-:11])=[O:10])[CH:3]=1.[CH2:12]([C:14]1([C:35]([O:37][CH2:38][CH3:39])=[O:36])[CH2:19][CH2:18][N:17]([C:20]2[N:25]=[CH:24][C:23](B3OC(C)(C)C(C)(C)O3)=[CH:22][N:21]=2)[CH2:16][CH2:15]1)[CH3:13].P([O-])([O-])([O-])=O.[K+].[K+].[K+]. The catalyst is O1CCOCC1.CO.[CH-]1C(P(C2C=CC=CC=2)C2C=CC=CC=2)=CC=C1.[CH-]1C(P(C2C=CC=CC=2)C2C=CC=CC=2)=CC=C1.[Fe+2].[Pd](Cl)Cl. The product is [NH2:6][C:5]1[CH:7]=[CH:8][C:2]([C:23]2[CH:22]=[N:21][C:20]([N:17]3[CH2:18][CH2:19][C:14]([CH2:12][CH3:13])([C:35]([O:37][CH2:38][CH3:39])=[O:36])[CH2:15][CH2:16]3)=[N:25][CH:24]=2)=[CH:3][C:4]=1[N+:9]([O-:11])=[O:10]. The yield is 0.510. (7) The reactants are [CH2:1]([O:8][C:9]1[CH:14]=[C:13]([O:15][CH2:16][C:17]2[CH:22]=[CH:21][CH:20]=[CH:19][CH:18]=2)[CH:12]=[C:11]([O:23][C:24]2[CH:29]=[CH:28][C:27]([N+:30]([O-:32])=[O:31])=[CH:26][CH:25]=2)[C:10]=1[C:33](=[N:35][OH:36])[CH3:34])[C:2]1[CH:7]=[CH:6][CH:5]=[CH:4][CH:3]=1.C([Li])CCC.CCCCCC.[C:48](OCC)(=[O:54])[C:49]([O:51][CH2:52][CH3:53])=[O:50].[NH4+].[Cl-]. The catalyst is C1COCC1. The product is [CH2:1]([O:8][C:9]1[CH:14]=[C:13]([O:15][CH2:16][C:17]2[CH:22]=[CH:21][CH:20]=[CH:19][CH:18]=2)[CH:12]=[C:11]([O:23][C:24]2[CH:25]=[CH:26][C:27]([N+:30]([O-:32])=[O:31])=[CH:28][CH:29]=2)[C:10]=1[C:33]1[CH2:34][C:48]([OH:54])([C:49]([O:51][CH2:52][CH3:53])=[O:50])[O:36][N:35]=1)[C:2]1[CH:3]=[CH:4][CH:5]=[CH:6][CH:7]=1. The yield is 0.170. (8) The reactants are [C:1]([C:3]1[CH:4]=[N:5][C:6]2[C:11]([C:12]=1[OH:13])=[C:10]([O:14][CH:15]1[CH2:20][CH2:19][N:18]([CH3:21])[CH2:17][CH2:16]1)[CH:9]=[C:8](F)[CH:7]=2)#[N:2].CO.C[C:26](C)([O-:28])C.[K+].Cl. The catalyst is CS(C)=O.O. The product is [C:1]([C:3]1[CH:4]=[N:5][C:6]2[C:11]([C:12]=1[OH:13])=[C:10]([O:14][CH:15]1[CH2:20][CH2:19][N:18]([CH3:21])[CH2:17][CH2:16]1)[CH:9]=[C:8]([O:28][CH3:26])[CH:7]=2)#[N:2]. The yield is 0.730. (9) The reactants are [CH3:1][O:2][CH2:3][CH2:4][NH:5][C:6]([C:8]1[C:9]2[CH2:10][CH2:11][C:12]3([NH:21][C:22]=2[C:23]2[N:28]=[C:27]([CH3:29])[N:26]([CH3:30])[C:24]=2[CH:25]=1)[CH2:20][C:19]1[C:14](=[CH:15][CH:16]=[CH:17][CH:18]=1)[CH2:13]3)=[O:7].[C:31]([OH:38])(=[O:37])/[CH:32]=[CH:33]\[C:34]([OH:36])=[O:35].ClCCCl. The catalyst is CO. The product is [C:31]([OH:38])(=[O:37])/[CH:32]=[CH:33]\[C:34]([OH:36])=[O:35].[CH3:1][O:2][CH2:3][CH2:4][NH:5][C:6]([C:8]1[C:9]2[CH2:10][CH2:11][C:12]3([NH:21][C:22]=2[C:23]2[N:28]=[C:27]([CH3:29])[N:26]([CH3:30])[C:24]=2[CH:25]=1)[CH2:20][C:19]1[C:14](=[CH:15][CH:16]=[CH:17][CH:18]=1)[CH2:13]3)=[O:7]. The yield is 0.680.